From a dataset of M1 muscarinic receptor agonist screen with 61,833 compounds. Binary Classification. Given a drug SMILES string, predict its activity (active/inactive) in a high-throughput screening assay against a specified biological target. (1) The compound is O1c2n(nc(c2C(C(=C1N)C#N)c1cccnc1)CCC)C. The result is 0 (inactive). (2) The drug is Clc1c(CC(=O)Nc2cccnc2)c(F)ccc1. The result is 0 (inactive).